Dataset: Reaction yield outcomes from USPTO patents with 853,638 reactions. Task: Predict the reaction yield, written as a fraction of the theoretical maximum amount of product (1.0 means a 100% yield; for example, 0.34 means a 34% yield). (1) The reactants are [NH2:1][C:2]1[CH:7]=[CH:6][C:5]([C:8]2[N:13]=[C:12]([N:14]3[CH2:19][CH2:18][O:17][CH2:16][CH2:15]3)[N:11]=[C:10]([C:20]3[CH:25]=[CH:24][C:23]([NH:26][C:27]([NH:29][CH3:30])=[O:28])=[CH:22][CH:21]=3)[N:9]=2)=[CH:4][CH:3]=1.[C:31]([C:34]1[CH:35]=[C:36]([NH:40][C:41](=[O:49])OC2C=CC=CC=2)[CH:37]=[CH:38][CH:39]=1)(=[O:33])[NH2:32]. No catalyst specified. The product is [CH3:30][NH:29][C:27]([NH:26][C:23]1[CH:22]=[CH:21][C:20]([C:10]2[N:11]=[C:12]([N:14]3[CH2:15][CH2:16][O:17][CH2:18][CH2:19]3)[N:13]=[C:8]([C:5]3[CH:4]=[CH:3][C:2]([NH:1][C:41]([NH:40][C:36]4[CH:35]=[C:34]([CH:39]=[CH:38][CH:37]=4)[C:31]([NH2:32])=[O:33])=[O:49])=[CH:7][CH:6]=3)[N:9]=2)=[CH:25][CH:24]=1)=[O:28]. The yield is 0.0400. (2) The reactants are Br[C:2]1[C:3]2[N:4]([CH:9]=[CH:10][N:11]=2)[N:5]=[C:6]([Cl:8])[CH:7]=1.[CH3:12][CH:13]1[CH2:17][CH2:16][CH2:15][N:14]1[C:18]1[N:23]=[C:22]([NH2:24])[CH:21]=[CH:20][CH:19]=1.C1C=CC(P(C2C(C3C(P(C4C=CC=CC=4)C4C=CC=CC=4)=CC=C4C=3C=CC=C4)=C3C(C=CC=C3)=CC=2)C2C=CC=CC=2)=CC=1.C([O-])([O-])=O.[Cs+].[Cs+]. The catalyst is O1CCOCC1.C1C=CC(/C=C/C(/C=C/C2C=CC=CC=2)=O)=CC=1.C1C=CC(/C=C/C(/C=C/C2C=CC=CC=2)=O)=CC=1.C1C=CC(/C=C/C(/C=C/C2C=CC=CC=2)=O)=CC=1.[Pd].[Pd]. The product is [Cl:8][C:6]1[CH:7]=[C:2]([NH:24][C:22]2[CH:21]=[CH:20][CH:19]=[C:18]([N:14]3[CH2:15][CH2:16][CH2:17][CH:13]3[CH3:12])[N:23]=2)[C:3]2[N:4]([CH:9]=[CH:10][N:11]=2)[N:5]=1. The yield is 0.850. (3) The reactants are [CH2:1]([C:3]1[NH:7][N:6]=[C:5]([NH2:8])[CH:4]=1)C.Br[C:10]1[C:11](=[O:18])[N:12]([CH3:17])[N:13]=[C:14]([Cl:16])[CH:15]=1.C(=O)([O-])[O-].[Cs+].[Cs+].CC1(C)C2C(=C(P(C3C=CC=CC=3)C3C=CC=CC=3)C=CC=2)OC2C(P(C3C=CC=CC=3)C3C=CC=CC=3)=CC=CC1=2. The catalyst is C1C=CC(/C=C/C(/C=C/C2C=CC=CC=2)=O)=CC=1.C1C=CC(/C=C/C(/C=C/C2C=CC=CC=2)=O)=CC=1.C1C=CC(/C=C/C(/C=C/C2C=CC=CC=2)=O)=CC=1.[Pd].[Pd].O1CCOCC1. The product is [Cl:16][C:14]1[CH:15]=[C:10]([NH:8][C:5]2[CH:4]=[C:3]([CH3:1])[NH:7][N:6]=2)[C:11](=[O:18])[N:12]([CH3:17])[N:13]=1. The yield is 0.750. (4) The reactants are [OH:1][C:2]([CH3:35])([CH3:34])[CH2:3][C@@:4]1([C:28]2[CH:33]=[CH:32][CH:31]=[CH:30][CH:29]=2)[O:9][C:8](=[O:10])[N:7]([C@H:11]([C:13]2[CH:18]=[CH:17][C:16](B3OC(C)(C)C(C)(C)O3)=[CH:15][CH:14]=2)[CH3:12])[CH2:6][CH2:5]1.Br[C:37]1[CH:38]=[CH:39][C:40](=[O:46])[N:41]([CH2:43][CH2:44][F:45])[CH:42]=1.C([O-])([O-])=O.[Cs+].[Cs+].CCOC(C)=O. The catalyst is O1CCOCC1.Cl[Pd](Cl)([P](C1C=CC=CC=1)(C1C=CC=CC=1)C1C=CC=CC=1)[P](C1C=CC=CC=1)(C1C=CC=CC=1)C1C=CC=CC=1.O. The product is [F:45][CH2:44][CH2:43][N:41]1[C:40](=[O:46])[CH:39]=[CH:38][C:37]([C:16]2[CH:15]=[CH:14][C:13]([C@@H:11]([N:7]3[CH2:6][CH2:5][C@:4]([CH2:3][C:2]([OH:1])([CH3:34])[CH3:35])([C:28]4[CH:33]=[CH:32][CH:31]=[CH:30][CH:29]=4)[O:9][C:8]3=[O:10])[CH3:12])=[CH:18][CH:17]=2)=[CH:42]1. The yield is 0.200.